This data is from Reaction yield outcomes from USPTO patents with 853,638 reactions. The task is: Predict the reaction yield, written as a fraction of the theoretical maximum amount of product (1.0 means a 100% yield; for example, 0.34 means a 34% yield). (1) The reactants are [Br:1][C:2]1[CH:16]=[C:15](/[CH:17]=[CH:18]/[CH:19]([C:24]2[CH:29]=[C:28]([Cl:30])[C:27]([Cl:31])=[C:26]([Cl:32])[CH:25]=2)[C:20]([F:23])([F:22])[F:21])[CH:14]=[CH:13][C:3]=1[C:4]([NH:6][CH:7]1[CH2:12][CH2:11][NH:10][CH2:9][CH2:8]1)=[O:5].Cl[CH2:34][CH2:35][OH:36]. The catalyst is C1COCC1.C(OCC)(=O)C. The product is [Br:1][C:2]1[CH:16]=[C:15](/[CH:17]=[CH:18]/[CH:19]([C:24]2[CH:25]=[C:26]([Cl:32])[C:27]([Cl:31])=[C:28]([Cl:30])[CH:29]=2)[C:20]([F:23])([F:21])[F:22])[CH:14]=[CH:13][C:3]=1[C:4]([NH:6][CH:7]1[CH2:12][CH2:11][N:10]([CH2:34][CH2:35][OH:36])[CH2:9][CH2:8]1)=[O:5]. The yield is 0.340. (2) The reactants are [Cl-].[CH2:2]([N+:18]1[CH:23]=[CH:22][CH:21]=[CH:20][CH:19]=1)[CH2:3][CH2:4][CH2:5][CH2:6][CH2:7][CH2:8][CH2:9][CH2:10][CH2:11][CH2:12][CH2:13][CH2:14][CH2:15][CH2:16][CH3:17].[CH3:24][C:25]([N-:27][S:28]([C:31]1[CH:32]=[CH:33][C:34]([NH2:37])=[CH:35][CH:36]=1)(=[O:30])=[O:29])=[O:26].[Na+].C(Cl)(Cl)Cl.CS(C)=O. The catalyst is O. The product is [CH2:2]([N+:18]1[CH:19]=[CH:20][CH:21]=[CH:22][CH:23]=1)[CH2:3][CH2:4][CH2:5][CH2:6][CH2:7][CH2:8][CH2:9][CH2:10][CH2:11][CH2:12][CH2:13][CH2:14][CH2:15][CH2:16][CH3:17].[CH3:24][C:25]([NH:27][S:28]([C:31]1[CH:36]=[CH:35][C:34]([NH2:37])=[CH:33][CH:32]=1)(=[O:30])=[O:29])=[O:26]. The yield is 0.992. (3) The reactants are [OH:1][N:2]=[C:3]([C:6]1[CH:11]=[CH:10][CH:9]=[CH:8][CH:7]=1)C#N.[C:12](Cl)(=[O:19])[C:13]1[CH:18]=[CH:17][CH:16]=[CH:15][CH:14]=1.[CH2:21]([N:23](CC)CC)C. The catalyst is C(Cl)Cl. The product is [C:12]([O:1]/[N:2]=[CH:3]/[C:6]1([C:21]#[N:23])[CH:7]=[CH:8][CH:9]=[CH:10][CH2:11]1)(=[O:19])[C:13]1[CH:18]=[CH:17][CH:16]=[CH:15][CH:14]=1. The yield is 0.810. (4) The reactants are [CH:1]1(/[CH:4]=[C:5](\[CH2:10][CH2:11][CH2:12][CH2:13][CH3:14])/[C:6](OC)=[O:7])[CH2:3][CH2:2]1.Cl.[CH3:16][NH:17][CH3:18]. No catalyst specified. The product is [CH:1]1(/[CH:4]=[C:5](\[CH2:10][CH2:11][CH2:12][CH2:13][CH3:14])/[C:6]([N:17]([CH3:18])[CH3:16])=[O:7])[CH2:3][CH2:2]1. The yield is 0.850. (5) The reactants are [Cl-].[Al+3].[Cl-].[Cl-].[F:5][C:6]([F:18])([F:17])[C:7]1[CH:15]=[CH:14][C:10]([C:11](Cl)=[O:12])=[C:9](F)[CH:8]=1.[F:19][C:20]1[CH:21]=[C:22]([O:26][CH3:27])[CH:23]=[CH:24][CH:25]=1. The catalyst is [N+](C1C=CC=CC=1)([O-])=O. The product is [F:19][C:20]1[CH:21]=[C:22]([O:26][CH3:27])[CH:23]=[CH:24][C:25]=1[C:11]([C:10]1[CH:14]=[CH:15][C:7]([C:6]([F:18])([F:17])[F:5])=[CH:8][CH:9]=1)=[O:12]. The yield is 0.240. (6) The reactants are Br[C:2]1[C:7](=[O:8])[N:6]([CH2:9][C:10]2[CH:15]=[CH:14][C:13]([C:16]3[C:17]([C:22]#[N:23])=[CH:18][CH:19]=[CH:20][CH:21]=3)=[CH:12][C:11]=2[F:24])[C:5]([CH2:25][CH2:26][CH3:27])=[N:4][C:3]=1[CH3:28].[CH:29]([O:32][C:33]1[CH:38]=[CH:37][C:36](B(O)O)=[CH:35][CH:34]=1)([CH3:31])[CH3:30].C(=O)([O-])[O-].[Cs+].[Cs+]. The catalyst is O1CCOCC1.C(OCC)(=O)C.C1C=CC(P(C2C=CC=CC=2)[C-]2C=CC=C2)=CC=1.C1C=CC(P(C2C=CC=CC=2)[C-]2C=CC=C2)=CC=1.Cl[Pd]Cl.[Fe+2]. The product is [F:24][C:11]1[CH:12]=[C:13]([C:16]2[C:17]([C:22]#[N:23])=[CH:18][CH:19]=[CH:20][CH:21]=2)[CH:14]=[CH:15][C:10]=1[CH2:9][N:6]1[C:7](=[O:8])[C:2]([C:36]2[CH:37]=[CH:38][C:33]([O:32][CH:29]([CH3:31])[CH3:30])=[CH:34][CH:35]=2)=[C:3]([CH3:28])[N:4]=[C:5]1[CH2:25][CH2:26][CH3:27]. The yield is 0.670. (7) The reactants are FC(F)(F)C(O)=O.[Br:8][C:9]1[C:10](=[O:42])[N:11]([CH2:26][C:27]2[CH:32]=[N:31][C:30]([C:33]([N:35]3[CH2:40][CH2:39][N:38]([CH3:41])[CH2:37][CH2:36]3)=[O:34])=[CH:29][N:28]=2)[C:12]([CH3:25])=[CH:13][C:14]=1[O:15][CH2:16][C:17]1[CH:22]=[CH:21][C:20]([F:23])=[CH:19][C:18]=1[F:24]. The catalyst is [OH-].[Na+]. The product is [Br:8][C:9]1[C:10](=[O:42])[N:11]([CH2:26][C:27]2[CH:32]=[N:31][C:30]([C:33]([N:35]3[CH2:36][CH2:37][N:38]([CH3:41])[CH2:39][CH2:40]3)=[O:34])=[CH:29][N:28]=2)[C:12]([CH3:25])=[CH:13][C:14]=1[O:15][CH2:16][C:17]1[CH:22]=[CH:21][C:20]([F:23])=[CH:19][C:18]=1[F:24]. The yield is 0.640.